Dataset: Full USPTO retrosynthesis dataset with 1.9M reactions from patents (1976-2016). Task: Predict the reactants needed to synthesize the given product. (1) Given the product [OH:45][NH:44][C:19](=[O:21])/[CH:18]=[CH:17]/[C:13]1[CH:14]=[CH:15][CH:16]=[C:11]([S:8](=[O:10])(=[O:9])[NH:7][C:1]2[CH:6]=[CH:5][CH:4]=[CH:3][CH:2]=2)[CH:12]=1.[C:1]1([NH:7][S:8]([C:11]2[CH:12]=[C:13](/[CH:17]=[CH:18]/[C:19]([OH:21])=[O:20])[CH:14]=[CH:15][CH:16]=2)(=[O:10])=[O:9])[CH:2]=[CH:3][CH:4]=[CH:5][CH:6]=1, predict the reactants needed to synthesize it. The reactants are: [C:1]1([NH:7][S:8]([C:11]2[CH:12]=[C:13](/[CH:17]=[CH:18]/[C:19]([OH:21])=[O:20])[CH:14]=[CH:15][CH:16]=2)(=[O:10])=[O:9])[CH:6]=[CH:5][CH:4]=[CH:3][CH:2]=1.N12CCCN=C1CCCCC2.C(OC(C)C)(=O)C.S(Cl)(Cl)=O.[NH2:44][OH:45]. (2) Given the product [N:11]1([CH2:17][CH2:18][O:19][C:20]2[CH:21]=[CH:22][C:23]([O:1][CH2:2][CH2:3][C:4]3[CH:5]=[C:6]([OH:10])[CH:7]=[CH:8][CH:9]=3)=[CH:24][CH:25]=2)[CH2:16][CH2:15][CH2:14][CH2:13][CH2:12]1, predict the reactants needed to synthesize it. The reactants are: [OH:1][CH2:2][CH2:3][C:4]1[CH:5]=[C:6]([OH:10])[CH:7]=[CH:8][CH:9]=1.[N:11]1([CH2:17][CH2:18][O:19][C:20]2[CH:25]=[CH:24][C:23](O)=[CH:22][CH:21]=2)[CH2:16][CH2:15][CH2:14][CH2:13][CH2:12]1.C1(P(C2C=CC=CC=2)C2C=CC=CC=2)C=CC=CC=1.N(C(OCC)=O)=NC(OCC)=O.